From a dataset of Reaction yield outcomes from USPTO patents with 853,638 reactions. Predict the reaction yield, written as a fraction of the theoretical maximum amount of product (1.0 means a 100% yield; for example, 0.34 means a 34% yield). (1) The reactants are [Cl:1][C:2]1[CH:3]=[CH:4][C:5]([F:28])=[C:6]([C:8]2[N:13]=[C:12]([NH:14][C:15]3[C:20]([C:21](O)=[O:22])=[CH:19][N:18]=[CH:17][CH:16]=3)[C:11]3[CH:24]([CH3:27])[CH2:25][CH2:26][C:10]=3[N:9]=2)[CH:7]=1.[CH2:29]([N:31](CC)CC)C.CN.C1CN([P+](ON2N=NC3C=CC=CC2=3)(N2CCCC2)N2CCCC2)CC1.F[P-](F)(F)(F)(F)F. The catalyst is CN(C=O)C. The product is [Cl:1][C:2]1[CH:3]=[CH:4][C:5]([F:28])=[C:6]([C:8]2[N:13]=[C:12]([NH:14][C:15]3[C:20]([C:21]([NH:31][CH3:29])=[O:22])=[CH:19][N:18]=[CH:17][CH:16]=3)[C:11]3[CH:24]([CH3:27])[CH2:25][CH2:26][C:10]=3[N:9]=2)[CH:7]=1. The yield is 0.580. (2) The reactants are [CH3:1][O:2][C:3]1[CH:4]=[C:5]2[C:10](=[CH:11][C:12]=1[O:13][CH3:14])[N:9]=[CH:8][N:7]=[C:6]2[O:15][C:16]1[CH:22]=[CH:21][C:19]([NH2:20])=[CH:18][CH:17]=1.Cl[C:24](Cl)([O:26][C:27](=[O:33])OC(Cl)(Cl)Cl)Cl.[CH:35]1(O)[CH2:39]C[CH2:37][CH2:36]1.C(=O)(O)[O-].[Na+]. The catalyst is C(Cl)Cl.C(N(CC)CC)C.C1(C)C=CC=CC=1. The product is [CH3:1][O:2][C:3]1[CH:4]=[C:5]2[C:10](=[CH:11][C:12]=1[O:13][CH3:14])[N:9]=[CH:8][N:7]=[C:6]2[O:15][C:16]1[CH:22]=[CH:21][C:19]([NH:20][C:27](=[O:33])[O:26][CH:24]2[CH2:37][CH2:36][CH2:35][CH2:39]2)=[CH:18][CH:17]=1. The yield is 0.760. (3) The product is [C:1]([O:5][C:6]([N:8]1[C:13]2[CH:14]=[C:15]([Cl:26])[C:16]([OH:18])=[CH:17][C:12]=2[O:11][CH:10]([C:27]([N:29]2[CH2:30][CH2:31][C:32]([C:43]#[N:44])([CH2:35][C:36]3[CH:37]=[N:38][C:39]([F:42])=[CH:40][CH:41]=3)[CH2:33][CH2:34]2)=[O:28])[CH2:9]1)=[O:7])([CH3:4])([CH3:2])[CH3:3]. The reactants are [C:1]([O:5][C:6]([N:8]1[C:13]2[CH:14]=[C:15]([Cl:26])[C:16]([O:18]CC3C=CC=CC=3)=[CH:17][C:12]=2[O:11][CH:10]([C:27]([N:29]2[CH2:34][CH2:33][C:32]([C:43]#[N:44])([CH2:35][C:36]3[CH:37]=[N:38][C:39]([F:42])=[CH:40][CH:41]=3)[CH2:31][CH2:30]2)=[O:28])[CH2:9]1)=[O:7])([CH3:4])([CH3:3])[CH3:2]. The yield is 0.780. The catalyst is C(OCC)(=O)C.[Pd]. (4) The catalyst is C(Cl)Cl.CO.O1CCOCC1. The yield is 1.00. The reactants are C(OC([N:8]1[CH2:13][CH2:12][CH:11]([C:14]2[N:35]=[CH:34][C:17]3[C:18]4[N:22]([CH2:23][CH2:24][O:25][C:16]=3[CH:15]=2)[CH:21]=[C:20]([C:26]2[N:27]([CH:31]([CH3:33])[CH3:32])[N:28]=[CH:29][N:30]=2)[N:19]=4)[CH2:10][CH2:9]1)=O)(C)(C)C.[ClH:36]. The product is [ClH:36].[CH:31]([N:27]1[C:26]([C:20]2[N:19]=[C:18]3[N:22]([CH2:23][CH2:24][O:25][C:16]4[CH:15]=[C:14]([CH:11]5[CH2:12][CH2:13][NH:8][CH2:9][CH2:10]5)[N:35]=[CH:34][C:17]=43)[CH:21]=2)=[N:30][CH:29]=[N:28]1)([CH3:33])[CH3:32]. (5) The reactants are [C:1]([O:4][C@@H:5]([C@H:10]([N:17]=[N+:18]=[N-:19])[C:11]1[CH:16]=[CH:15][CH:14]=[CH:13][CH:12]=1)[C:6]([O:8][CH3:9])=[O:7])(=O)C.[OH-].[K+].Cl. The catalyst is C1COCC1.CI. The product is [N:17]([C@H:10]([C:11]1[CH:16]=[CH:15][CH:14]=[CH:13][CH:12]=1)[C@H:5]([O:4][CH3:1])[C:6]([O:8][CH3:9])=[O:7])=[N+:18]=[N-:19]. The yield is 0.700.